The task is: Predict the product of the given reaction.. This data is from Forward reaction prediction with 1.9M reactions from USPTO patents (1976-2016). (1) The product is: [Br:1][C:2]1[N:3]=[CH:4][C:5]2[NH:21][C:9]([C:11]3[N:12]([CH3:20])[N:13]=[C:14]([C:16]([CH3:19])([CH3:18])[CH3:17])[CH:15]=3)=[N:8][C:6]=2[CH:7]=1. Given the reactants [Br:1][C:2]1[CH:7]=[C:6]([NH:8][C:9]([C:11]2[N:12]([CH3:20])[N:13]=[C:14]([C:16]([CH3:19])([CH3:18])[CH3:17])[CH:15]=2)=O)[C:5]([N+:21]([O-])=O)=[CH:4][N:3]=1.CCOC(C)=O.C([O-])(O)=O.[Na+], predict the reaction product. (2) Given the reactants [Cl:1][C:2]1[CH:25]=[C:24]([Cl:26])[CH:23]=[CH:22][C:3]=1[NH:4][C:5]1[C:14]2[C:9](=[CH:10][C:11]3[CH:18]=[CH:17][C:16]([OH:19])=[CH:15][C:12]=3[CH:13]=2)[N:8]=[CH:7][C:6]=1[C:20]#[N:21].C1(P(C2C=CC=CC=2)C2C=CC=CC=2)C=CC=CC=1.[CH3:46][N:47]([CH3:51])[CH2:48][CH2:49]O.N(C(OCC)=O)=NC(OCC)=O, predict the reaction product. The product is: [Cl:1][C:2]1[CH:25]=[C:24]([Cl:26])[CH:23]=[CH:22][C:3]=1[NH:4][C:5]1[C:14]2[C:9](=[CH:10][C:11]3[CH:18]=[CH:17][C:16]([O:19][CH2:49][CH2:48][N:47]([CH3:51])[CH3:46])=[CH:15][C:12]=3[CH:13]=2)[N:8]=[CH:7][C:6]=1[C:20]#[N:21]. (3) Given the reactants Br[C:2]1[N:6]2[N:7]=[CH:8][C:9]([C:11]3[CH:12]=[C:13]([CH:18]=[CH:19][CH:20]=3)[C:14]([NH:16][CH3:17])=[O:15])=[CH:10][C:5]2=[N:4][CH:3]=1.[Cl:21][C:22]1[CH:27]=[C:26](B(O)O)[CH:25]=[CH:24][N:23]=1.O.C([O-])([O-])=O.[Na+].[Na+], predict the reaction product. The product is: [Cl:21][C:22]1[CH:27]=[C:26]([C:2]2[N:6]3[N:7]=[CH:8][C:9]([C:11]4[CH:12]=[C:13]([CH:18]=[CH:19][CH:20]=4)[C:14]([NH:16][CH3:17])=[O:15])=[CH:10][C:5]3=[N:4][CH:3]=2)[CH:25]=[CH:24][N:23]=1. (4) Given the reactants C(OC(=O)N)(C)(C)C.B(O)O.[C:12]([O:16][C:17](=[O:27])[NH:18][CH2:19][C:20]1[CH:25]=[CH:24][C:23]([F:26])=[CH:22][CH:21]=1)([CH3:15])([CH3:14])[CH3:13].C(OC([NH:35][CH2:36][C:37]1[CH:38]=[CH:39][C:40](F)=C(B(O)O)C=1)=O)(C)(C)C.ClC1C=CN=CC=1.BrC1C=CN=CC=1, predict the reaction product. The product is: [C:12]([O:16][C:17](=[O:27])[NH:18][CH2:19][C:20]1[CH:21]=[CH:22][C:23]([F:26])=[CH:24][C:25]=1[C:38]1[CH:37]=[CH:36][N:35]=[CH:40][CH:39]=1)([CH3:15])([CH3:13])[CH3:14].